From a dataset of Forward reaction prediction with 1.9M reactions from USPTO patents (1976-2016). Predict the product of the given reaction. Given the reactants [CH3:1][C:2]1[NH:6][C:5]2[C:7]([C:17]([O:19][CH3:20])=[O:18])=[CH:8][C:9]([N:11]3[CH2:16][CH2:15][O:14][CH2:13][CH2:12]3)=[CH:10][C:4]=2[N:3]=1.Cl[CH2:22][C:23]1[CH:28]=[CH:27][C:26]([CH3:29])=[C:25]([CH3:30])[CH:24]=1.C(=O)([O-])[O-].[K+].[K+].O, predict the reaction product. The product is: [CH3:30][C:25]1[CH:24]=[C:23]([CH2:22][N:3]2[C:4]3[CH:10]=[C:9]([N:11]4[CH2:12][CH2:13][O:14][CH2:15][CH2:16]4)[CH:8]=[C:7]([C:17]([O:19][CH3:20])=[O:18])[C:5]=3[N:6]=[C:2]2[CH3:1])[CH:28]=[CH:27][C:26]=1[CH3:29].